This data is from Reaction yield outcomes from USPTO patents with 853,638 reactions. The task is: Predict the reaction yield, written as a fraction of the theoretical maximum amount of product (1.0 means a 100% yield; for example, 0.34 means a 34% yield). (1) The reactants are [F:1][C:2]1[C:3]([CH3:12])=[C:4]([CH:8]=[CH:9][C:10]=1[F:11])[C:5](O)=[O:6].C(Cl)(=O)C(Cl)=O.CN(C=O)C.[BH4-].[Na+]. The catalyst is ClCCl.C1COCC1. The product is [F:1][C:2]1[C:3]([CH3:12])=[C:4]([CH2:5][OH:6])[CH:8]=[CH:9][C:10]=1[F:11]. The yield is 0.820. (2) The reactants are [C:1]1([CH2:7][O:8][C:9]([NH:11][CH2:12][C@@H:13]2[CH2:18][CH2:17][CH2:16][N:15](C(OC(C)(C)C)=O)[CH2:14]2)=[O:10])[CH:6]=[CH:5][CH:4]=[CH:3][CH:2]=1.Cl.O1CCOCC1. The catalyst is C(Cl)Cl.O. The product is [NH:15]1[CH2:16][CH2:17][CH2:18][C@@H:13]([CH2:12][NH:11][C:9](=[O:10])[O:8][CH2:7][C:1]2[CH:6]=[CH:5][CH:4]=[CH:3][CH:2]=2)[CH2:14]1. The yield is 1.00. (3) The reactants are [CH2:1]([O:8][C:9]([C:11]1[C:19]2[C:14](=[CH:15][CH:16]=[C:17]([CH2:20][CH2:21]OS(C)(=O)=O)[CH:18]=2)[NH:13][C:12]=1[CH3:27])=[O:10])[C:2]1[CH:7]=[CH:6][CH:5]=[CH:4][CH:3]=1.[CH3:28][NH:29][CH:30]1[CH2:35][CH2:34][CH2:33][CH2:32][CH2:31]1. The catalyst is O1CCOCC1. The product is [CH2:1]([O:8][C:9]([C:11]1[C:19]2[C:14](=[CH:15][CH:16]=[C:17]([CH2:20][CH2:21][N:29]([CH:30]3[CH2:35][CH2:34][CH2:33][CH2:32][CH2:31]3)[CH3:28])[CH:18]=2)[NH:13][C:12]=1[CH3:27])=[O:10])[C:2]1[CH:7]=[CH:6][CH:5]=[CH:4][CH:3]=1. The yield is 0.600. (4) The reactants are [NH2:1][C:2]1[N:3]=[CH:4][C:5]([C:17]2[CH:22]=[CH:21][C:20]([C:23]([N:25]3[CH2:30][CH2:29][N:28]([CH3:31])[CH2:27][CH2:26]3)=[O:24])=[CH:19][CH:18]=2)=[N:6][C:7]=1[C:8]1[O:9][C:10]2[CH:15]=[CH:14][N:13]=[CH:12][C:11]=2[N:16]=1.CO.O.[C:35]1([CH3:45])[CH:40]=[CH:39][C:38]([S:41]([OH:44])(=[O:43])=[O:42])=[CH:37][CH:36]=1. The catalyst is ClCCl. The product is [S:41]([C:38]1[CH:39]=[CH:40][C:35]([CH3:45])=[CH:36][CH:37]=1)([OH:44])(=[O:43])=[O:42].[NH2:1][C:2]1[N:3]=[CH:4][C:5]([C:17]2[CH:18]=[CH:19][C:20]([C:23]([N:25]3[CH2:30][CH2:29][N:28]([CH3:31])[CH2:27][CH2:26]3)=[O:24])=[CH:21][CH:22]=2)=[N:6][C:7]=1[C:8]1[O:9][C:10]2[CH:15]=[CH:14][N:13]=[CH:12][C:11]=2[N:16]=1. The yield is 0.330.